This data is from hERG Central: cardiac toxicity at 1µM, 10µM, and general inhibition. The task is: Predict hERG channel inhibition at various concentrations. (1) The molecule is Cn1cc(-c2nnnn2-c2ccc(Cl)cc2)c(=O)c2ccccc21. Results: hERG_inhib (hERG inhibition (general)): blocker. (2) The compound is C=CCSc1nnc2n(-c3ccccc3OC)c(=O)c3c4c(sc3n12)CCC4. Results: hERG_inhib (hERG inhibition (general)): blocker.